From a dataset of Reaction yield outcomes from USPTO patents with 853,638 reactions. Predict the reaction yield, written as a fraction of the theoretical maximum amount of product (1.0 means a 100% yield; for example, 0.34 means a 34% yield). (1) The catalyst is ClCCl. The reactants are C[O:2][C:3]1[CH:4]=[C:5]2[C:10](=[CH:11][CH:12]=1)[C:9](=[O:13])[N:8]([CH2:14][C:15]([O:17][CH2:18][CH3:19])=[O:16])[CH2:7][CH2:6]2.B(Br)(Br)Br. The yield is 0.780. The product is [OH:2][C:3]1[CH:4]=[C:5]2[C:10](=[CH:11][CH:12]=1)[C:9](=[O:13])[N:8]([CH2:14][C:15]([O:17][CH2:18][CH3:19])=[O:16])[CH2:7][CH2:6]2. (2) The reactants are [CH:1]1([O:6][CH2:7][C:8]2[C:12]([C:13](OC3CCCC3)=[O:14])=[C:11]([CH:21]([CH3:23])[CH3:22])[O:10][N:9]=2)[CH2:5][CH2:4][CH2:3][CH2:2]1.[H-].C([Al+]CC(C)C)C(C)C.C1(C)C=CC=CC=1.[C@H](O)(C([O-])=O)[C@@H](O)C([O-])=O.[Na+].[K+]. The catalyst is C1COCC1. The product is [CH:1]1([O:6][CH2:7][C:8]2[C:12]([CH2:13][OH:14])=[C:11]([CH:21]([CH3:23])[CH3:22])[O:10][N:9]=2)[CH2:2][CH2:3][CH2:4][CH2:5]1. The yield is 0.740. (3) The catalyst is CCCC[N+](CCCC)(CCCC)CCCC.[F-]. The yield is 1.00. The product is [OH:9][C:10]1[CH:18]=[C:17]([C:19]([F:20])([F:21])[F:22])[CH:16]=[CH:15][C:11]=1[C:12]([O:14][CH2:7][C:4]1[CH:5]=[CH:6][CH:1]=[CH:2][CH:3]=1)=[O:13]. The reactants are [CH:1]1[CH:6]=[CH:5][C:4]([CH2:7]Br)=[CH:3][CH:2]=1.[OH:9][C:10]1[CH:18]=[C:17]([C:19]([F:22])([F:21])[F:20])[CH:16]=[CH:15][C:11]=1[C:12]([OH:14])=[O:13].C([O-])(O)=O.[Na+]. (4) The reactants are [Br:1][C:2]1[CH:3]=[C:4]2[C:8](=[CH:9][CH:10]=1)[NH:7][C:6](=[O:11])[CH2:5]2.[CH:12]([C:14]1[NH:18][C:17]([CH:19]([CH3:21])[CH3:20])=[C:16]([C:22]([OH:24])=[O:23])[C:15]=1[C:25]1[CH:30]=[CH:29][CH:28]=[CH:27][CH:26]=1)=O. No catalyst specified. The product is [Br:1][C:2]1[CH:3]=[C:4]2[C:8](=[CH:9][CH:10]=1)[NH:7][C:6](=[O:11])[C:5]2=[CH:12][C:14]1[NH:18][C:17]([CH:19]([CH3:21])[CH3:20])=[C:16]([C:22]([OH:24])=[O:23])[C:15]=1[C:25]1[CH:30]=[CH:29][CH:28]=[CH:27][CH:26]=1. The yield is 0.580. (5) The reactants are [OH:1][C:2]1[CH:11]=[C:10]2[C:5]([CH:6]=[CH:7][CH:8]=[C:9]2[NH:12][C:13](=[O:19])[O:14][C:15]([CH3:18])([CH3:17])[CH3:16])=[CH:4][CH:3]=1.C(=O)([O-])[O-].[Cs+].[Cs+].I[CH2:27][CH3:28].O. The catalyst is CN(C=O)C. The product is [CH2:27]([O:1][C:2]1[CH:11]=[C:10]2[C:5]([CH:6]=[CH:7][CH:8]=[C:9]2[NH:12][C:13](=[O:19])[O:14][C:15]([CH3:16])([CH3:18])[CH3:17])=[CH:4][CH:3]=1)[CH3:28]. The yield is 0.675. (6) The reactants are Cl[C:2]1[N:20]=[CH:19][C:5]2[O:6][CH2:7][CH2:8][N:9]([C:10]3[CH:11]=[N:12][C:13]([O:17][CH3:18])=[C:14]([CH3:16])[CH:15]=3)[C:4]=2[CH:3]=1.[O:21]1CCOCC1. The catalyst is [OH-].[K+].C1C=CC(/C=C/C(/C=C/C2C=CC=CC=2)=O)=CC=1.C1C=CC(/C=C/C(/C=C/C2C=CC=CC=2)=O)=CC=1.C1C=CC(/C=C/C(/C=C/C2C=CC=CC=2)=O)=CC=1.[Pd].[Pd]. The product is [CH3:18][O:17][C:13]1[N:12]=[CH:11][C:10]([N:9]2[CH2:8][CH2:7][O:6][C:5]3[CH:19]=[N:20][C:2]([OH:21])=[CH:3][C:4]2=3)=[CH:15][C:14]=1[CH3:16]. The yield is 0.620.